Task: Regression. Given two drug SMILES strings and cell line genomic features, predict the synergy score measuring deviation from expected non-interaction effect.. Dataset: NCI-60 drug combinations with 297,098 pairs across 59 cell lines (1) Drug 1: CC12CCC(CC1=CCC3C2CCC4(C3CC=C4C5=CN=CC=C5)C)O. Drug 2: CS(=O)(=O)C1=CC(=C(C=C1)C(=O)NC2=CC(=C(C=C2)Cl)C3=CC=CC=N3)Cl. Cell line: SF-295. Synergy scores: CSS=9.64, Synergy_ZIP=-3.11, Synergy_Bliss=-0.0170, Synergy_Loewe=-0.332, Synergy_HSA=0.858. (2) Cell line: UACC-257. Drug 1: CC1C(C(CC(O1)OC2CC(CC3=C2C(=C4C(=C3O)C(=O)C5=C(C4=O)C(=CC=C5)OC)O)(C(=O)C)O)N)O.Cl. Drug 2: C(=O)(N)NO. Synergy scores: CSS=0.840, Synergy_ZIP=0.775, Synergy_Bliss=1.44, Synergy_Loewe=-7.57, Synergy_HSA=-2.03. (3) Drug 1: C1C(C(OC1N2C=NC3=C(N=C(N=C32)Cl)N)CO)O. Drug 2: CC(C)NC(=O)C1=CC=C(C=C1)CNNC.Cl. Cell line: SNB-75. Synergy scores: CSS=0.277, Synergy_ZIP=-0.546, Synergy_Bliss=-0.415, Synergy_Loewe=-2.29, Synergy_HSA=-1.15. (4) Drug 1: COC1=C(C=C2C(=C1)N=CN=C2NC3=CC(=C(C=C3)F)Cl)OCCCN4CCOCC4. Drug 2: C1CCC(CC1)NC(=O)N(CCCl)N=O. Cell line: OVCAR3. Synergy scores: CSS=39.4, Synergy_ZIP=-6.43, Synergy_Bliss=-0.625, Synergy_Loewe=-8.36, Synergy_HSA=2.02. (5) Drug 1: CC1=C(C=C(C=C1)NC2=NC=CC(=N2)N(C)C3=CC4=NN(C(=C4C=C3)C)C)S(=O)(=O)N.Cl. Drug 2: CCCCCOC(=O)NC1=NC(=O)N(C=C1F)C2C(C(C(O2)C)O)O. Cell line: SF-539. Synergy scores: CSS=7.34, Synergy_ZIP=-5.62, Synergy_Bliss=-3.61, Synergy_Loewe=-7.65, Synergy_HSA=-3.93. (6) Drug 1: CCCCCOC(=O)NC1=NC(=O)N(C=C1F)C2C(C(C(O2)C)O)O. Drug 2: CC1C(C(CC(O1)OC2CC(CC3=C2C(=C4C(=C3O)C(=O)C5=C(C4=O)C(=CC=C5)OC)O)(C(=O)CO)O)N)O.Cl. Cell line: SR. Synergy scores: CSS=37.1, Synergy_ZIP=-1.42, Synergy_Bliss=-5.63, Synergy_Loewe=-44.0, Synergy_HSA=-8.11. (7) Drug 1: CN(C)C1=NC(=NC(=N1)N(C)C)N(C)C. Drug 2: C1=CC(=CC=C1CCCC(=O)O)N(CCCl)CCCl. Cell line: SF-268. Synergy scores: CSS=37.6, Synergy_ZIP=2.83, Synergy_Bliss=4.35, Synergy_Loewe=-14.1, Synergy_HSA=-0.0933.